From a dataset of Forward reaction prediction with 1.9M reactions from USPTO patents (1976-2016). Predict the product of the given reaction. (1) Given the reactants [C:1]([NH:4][C:5]([CH2:16][CH2:17][C:18]1[CH:23]=[CH:22][C:21]([O:24][C:25]2[CH:30]=[CH:29][C:28]([C:31](=[O:34])[CH2:32]Cl)=[CH:27][CH:26]=2)=[CH:20][CH:19]=1)([C:11]([O:13][CH2:14][CH3:15])=[O:12])[C:6]([O:8][CH2:9][CH3:10])=[O:7])(=[O:3])[CH3:2].[C:35]([OH:39])(=[O:38])[CH2:36][CH3:37].CCN(CC)CC, predict the reaction product. The product is: [C:1]([NH:4][C:5]([CH2:16][CH2:17][C:18]1[CH:23]=[CH:22][C:21]([O:24][C:25]2[CH:30]=[CH:29][C:28]([C:31](=[O:34])[CH2:32][O:39][C:35](=[O:38])[CH2:36][CH3:37])=[CH:27][CH:26]=2)=[CH:20][CH:19]=1)([C:11]([O:13][CH2:14][CH3:15])=[O:12])[C:6]([O:8][CH2:9][CH3:10])=[O:7])(=[O:3])[CH3:2]. (2) Given the reactants [CH3:1][C:2]1[CH:7]=[C:6]([N+:8]([O-:10])=[O:9])[CH:5]=[CH:4][C:3]=1[C:11]([F:17])([F:16])[C:12]([F:15])([F:14])[F:13].CC(N=NC(C#N)(C)C)(C#N)C.C1C(=O)N([Br:37])C(=O)C1, predict the reaction product. The product is: [Br:37][CH2:1][C:2]1[CH:7]=[C:6]([N+:8]([O-:10])=[O:9])[CH:5]=[CH:4][C:3]=1[C:11]([F:16])([F:17])[C:12]([F:14])([F:15])[F:13].